This data is from Forward reaction prediction with 1.9M reactions from USPTO patents (1976-2016). The task is: Predict the product of the given reaction. (1) Given the reactants C(OC1N=NC(C#CC2C=CC(C(F)(F)F)=CN=2)=CC=1OCC1C=CC=CC=1)C1C=CC=CC=1.[CH2:35]([O:42][C:43]1[N:44]=[N:45][C:46]([C:57]#[CH:58])=[CH:47][C:48]=1[O:49][CH2:50][C:51]1[CH:56]=[CH:55][CH:54]=[CH:53][CH:52]=1)[C:36]1[CH:41]=[CH:40][CH:39]=[CH:38][CH:37]=1.[F:59][C:60]1[CH:65]=[C:64](I)[CH:63]=[CH:62][C:61]=1[CH3:67], predict the reaction product. The product is: [CH2:35]([O:42][C:43]1[N:44]=[N:45][C:46]([C:57]#[C:58][C:64]2[CH:63]=[CH:62][C:61]([CH3:67])=[C:60]([F:59])[CH:65]=2)=[CH:47][C:48]=1[O:49][CH2:50][C:51]1[CH:56]=[CH:55][CH:54]=[CH:53][CH:52]=1)[C:36]1[CH:37]=[CH:38][CH:39]=[CH:40][CH:41]=1. (2) The product is: [Cl:13][C:11]1[CH:10]=[CH:9][C:8]([O:14][CH:15]([F:17])[F:16])=[C:7]([C:5]2[N:6]=[C:2]([C:32]#[C:31][CH2:30][OH:33])[S:3][C:4]=2[NH:18][C:19]([C:21]2[CH:22]=[N:23][N:24]3[CH:29]=[CH:28][CH:27]=[N:26][C:25]=23)=[O:20])[CH:12]=1. Given the reactants Br[C:2]1[S:3][C:4]([NH:18][C:19]([C:21]2[CH:22]=[N:23][N:24]3[CH:29]=[CH:28][CH:27]=[N:26][C:25]=23)=[O:20])=[C:5]([C:7]2[CH:12]=[C:11]([Cl:13])[CH:10]=[CH:9][C:8]=2[O:14][CH:15]([F:17])[F:16])[N:6]=1.[CH2:30]([OH:33])[C:31]#[CH:32].C(N(CC)CC)C, predict the reaction product.